Task: Predict the reactants needed to synthesize the given product.. Dataset: Full USPTO retrosynthesis dataset with 1.9M reactions from patents (1976-2016) (1) Given the product [F:52][CH:48]([F:53])[O:40][C:39]1[C:12]2[N:11]=[C:10]([CH2:9][OH:1])[N:14]([CH2:15][C:16]3[CH:35]=[CH:34][C:19]4/[C:20](=[C:30](/[CH3:33])\[C:31]#[N:32])/[C:21]5[CH:28]=[CH:27][C:26]([F:29])=[CH:25][C:22]=5[O:23][CH2:24][C:18]=4[CH:17]=3)[C:13]=2[CH:36]=[CH:37][CH:38]=1, predict the reactants needed to synthesize it. The reactants are: [O:1]([CH2:9][C:10]1[N:14]([CH2:15][C:16]2[CH:35]=[CH:34][C:19]3/[C:20](=[C:30](/[CH3:33])\[C:31]#[N:32])/[C:21]4[CH:28]=[CH:27][C:26]([F:29])=[CH:25][C:22]=4[O:23][CH2:24][C:18]=3[CH:17]=2)[C:13]2[CH:36]=[CH:37][CH:38]=[C:39]([OH:40])[C:12]=2[N:11]=1)[Si](C(C)(C)C)(C)C.C(=O)([O-])[O-].[Cs+].[Cs+].Cl[C:48]([F:53])([F:52])C([O-])=O.[Na+].[Cl-].[NH4+]. (2) The reactants are: [CH2:1]([O:8][C:9]([N:11]([CH2:32][C:33]([N:35]1[CH2:39][C@@H:38]([F:40])[CH2:37][C@H:36]1[C:41]#[N:42])=[O:34])[C:12]12[CH2:19][CH2:18][C:15]([C:20](ON3C4C=CC=CC=4N=N3)=[O:21])([CH2:16][CH2:17]1)[CH2:14][CH2:13]2)=[O:10])[C:2]1[CH:7]=[CH:6][CH:5]=[CH:4][CH:3]=1.[NH2:43][C:44]12[CH2:51][CH2:50][C:47]([C:52]([O:54][CH2:55][CH3:56])=[O:53])([CH2:48][CH2:49]1)[CH2:46][CH2:45]2. Given the product [CH2:1]([O:8][C:9]([N:11]([CH2:32][C:33]([N:35]1[CH2:39][C@@H:38]([F:40])[CH2:37][C@H:36]1[C:41]#[N:42])=[O:34])[C:12]12[CH2:19][CH2:18][C:15]([C:20]([NH:43][C:44]34[CH2:45][CH2:46][C:47]([C:52]([O:54][CH2:55][CH3:56])=[O:53])([CH2:50][CH2:51]3)[CH2:48][CH2:49]4)=[O:21])([CH2:16][CH2:17]1)[CH2:14][CH2:13]2)=[O:10])[C:2]1[CH:3]=[CH:4][CH:5]=[CH:6][CH:7]=1, predict the reactants needed to synthesize it. (3) Given the product [O:14]1[CH:15]=[CH:16][C:12]([C:10]([NH:9][NH2:8])=[O:11])=[N:13]1, predict the reactants needed to synthesize it. The reactants are: C(OC([NH:8][NH:9][C:10]([C:12]1[CH:16]=[CH:15][O:14][N:13]=1)=[O:11])=O)(C)(C)C.Cl.O1CCOCC1. (4) Given the product [F:15][C:16]([F:30])([F:29])[CH2:17][O:1][C:2]1[CH:3]=[C:4]([CH:7]=[CH:8][CH:9]=1)[CH:5]=[O:6], predict the reactants needed to synthesize it. The reactants are: [OH:1][C:2]1[CH:3]=[C:4]([CH:7]=[CH:8][CH:9]=1)[CH:5]=[O:6].CO.C[O-].[Na+].[F:15][C:16]([F:30])([F:29])[CH2:17]OS(C1C=CC(C)=CC=1)(=O)=O. (5) Given the product [Br:1][C:2]1[CH:3]=[CH:4][C:5]2[S:8][CH:9]=[CH:10][C:6]=2[CH:7]=1, predict the reactants needed to synthesize it. The reactants are: [Br:1][C:2]1[CH:7]=[CH:6][C:5]([S:8][CH2:9][CH:10](OCC)OCC)=[CH:4][CH:3]=1. (6) Given the product [OH:40][C:26]1[C:25](=[O:24])[N:14]([C:15]2[N:16]=[N:17][C:18]([CH3:21])=[CH:19][CH:20]=2)[CH:8]([C:7]2[CH:10]=[CH:11][C:4]([O:3][C:2]([F:13])([F:12])[F:1])=[CH:5][CH:6]=2)[C:27]=1[C:28]([C:29]1[CH:30]=[N:31][C:32]([C:35]([F:38])([F:36])[F:37])=[CH:33][CH:34]=1)=[O:39], predict the reactants needed to synthesize it. The reactants are: [F:1][C:2]([F:13])([F:12])[O:3][C:4]1[CH:11]=[CH:10][C:7]([CH:8]=O)=[CH:6][CH:5]=1.[NH2:14][C:15]1[N:16]=[N:17][C:18]([CH3:21])=[CH:19][CH:20]=1.C([O:24][C:25](=O)[C:26]([OH:40])=[CH:27][C:28](=[O:39])[C:29]1[CH:30]=[N:31][C:32]([C:35]([F:38])([F:37])[F:36])=[CH:33][CH:34]=1)C. (7) The reactants are: [Br:1][C:2]1[CH:3]=[CH:4][C:5]([C:8]#[N:9])=[N:6][CH:7]=1.B(F)(F)F.[CH3:14][CH2:15]OCC.C([Mg]Br)C.[Cl-].[NH4+]. Given the product [Br:1][C:2]1[CH:3]=[CH:4][C:5]([C:8]2([NH2:9])[CH2:15][CH2:14]2)=[N:6][CH:7]=1, predict the reactants needed to synthesize it. (8) The reactants are: [CH3:1][O:2][C:3]1[CH:4]=[C:5]2[CH:11]=[C:10]([C:12]([C:20]3[CH:25]=[CH:24][C:23]([C:26]([F:29])([F:28])[F:27])=[CH:22][CH:21]=3)=[CH:13][CH:14]3[CH2:19][CH2:18][O:17][CH2:16][CH2:15]3)[NH:9][C:6]2=[N:7][CH:8]=1. Given the product [CH3:1][O:2][C:3]1[CH:4]=[C:5]2[CH:11]=[C:10]([CH:12]([C:20]3[CH:21]=[CH:22][C:23]([C:26]([F:27])([F:28])[F:29])=[CH:24][CH:25]=3)[CH2:13][CH:14]3[CH2:15][CH2:16][O:17][CH2:18][CH2:19]3)[NH:9][C:6]2=[N:7][CH:8]=1, predict the reactants needed to synthesize it.